The task is: Predict the reactants needed to synthesize the given product.. This data is from Full USPTO retrosynthesis dataset with 1.9M reactions from patents (1976-2016). (1) The reactants are: CN(CC1N(C[C@H]2CCCNC2)C2C=CC=CC=2N=1)[C@H]1C2N=CC=CC=2CCC1.[CH3:30][N:31]([CH2:42][C:43]1[N:47]([CH2:48][C@@H:49]2[CH2:54][CH2:53][CH2:52][N:51]([CH2:55][CH2:56][CH:57]([CH3:59])[CH3:58])[CH2:50]2)[C:46]2[CH:60]=[CH:61][CH:62]=[CH:63][C:45]=2[N:44]=1)[C@H:32]1[C:41]2[N:40]=[CH:39][CH:38]=[CH:37][C:36]=2[CH2:35][CH2:34][CH2:33]1. Given the product [CH3:30][N:31]([CH2:42][C:43]1[N:47]([CH2:48][C@H:49]2[CH2:54][CH2:53][CH2:52][N:51]([CH2:55][CH2:56][CH:57]([CH3:59])[CH3:58])[CH2:50]2)[C:46]2[CH:60]=[CH:61][CH:62]=[CH:63][C:45]=2[N:44]=1)[C@H:32]1[C:41]2[N:40]=[CH:39][CH:38]=[CH:37][C:36]=2[CH2:35][CH2:34][CH2:33]1, predict the reactants needed to synthesize it. (2) Given the product [N:16]1[CH:17]=[C:18]2[C:13]([N:12]([C:9]3[CH:8]=[CH:7][C:6]([CH2:5][C:4]([OH:22])=[O:3])=[CH:11][CH:10]=3)[CH:20]=[N:19]2)=[N:14][CH:15]=1, predict the reactants needed to synthesize it. The reactants are: C([O:3][C:4](=[O:22])[CH2:5][C:6]1[CH:11]=[CH:10][C:9]([N:12]2[CH:20]=[N:19][C:18]3[C:13]2=[N:14][CH:15]=[N:16][C:17]=3Cl)=[CH:8][CH:7]=1)C.[Li+].[OH-].C1COCC1.Cl.